From a dataset of Full USPTO retrosynthesis dataset with 1.9M reactions from patents (1976-2016). Predict the reactants needed to synthesize the given product. (1) Given the product [CH3:18][C:14]1[CH:13]=[C:12]([C:10](=[O:11])[CH2:9][C@H:8]([C:5]2[CH:6]=[CH:7][C:2]([C:34]3[CH2:39][CH2:38][N:37]([C:40]([O:42][C:43]([CH3:44])([CH3:45])[CH3:46])=[O:41])[CH2:36][CH:35]=3)=[CH:3][CH:4]=2)[C:19]2[CH:24]=[CH:23][CH:22]=[CH:21][C:20]=2[CH3:25])[CH:17]=[CH:16][N:15]=1, predict the reactants needed to synthesize it. The reactants are: Br[C:2]1[CH:7]=[CH:6][C:5]([C@H:8]([C:19]2[CH:24]=[CH:23][CH:22]=[CH:21][C:20]=2[CH3:25])[CH2:9][C:10]([C:12]2[CH:17]=[CH:16][N:15]=[C:14]([CH3:18])[CH:13]=2)=[O:11])=[CH:4][CH:3]=1.CC1(C)C(C)(C)OB([C:34]2[CH2:39][CH2:38][N:37]([C:40]([O:42][C:43]([CH3:46])([CH3:45])[CH3:44])=[O:41])[CH2:36][CH:35]=2)O1.C(=O)([O-])[O-].[Na+].[Na+]. (2) Given the product [Cl:13][C:14]1[CH:15]=[C:16]([N+:21]([O-:23])=[O:22])[CH:17]=[CH:18][C:19]=1[O:12][C:9]([C:4]1[CH:5]=[CH:6][CH:7]=[CH:8][N:3]=1)([CH3:11])[CH3:10], predict the reactants needed to synthesize it. The reactants are: [H-].[Na+].[N:3]1[CH:8]=[CH:7][CH:6]=[CH:5][C:4]=1[C:9]([OH:12])([CH3:11])[CH3:10].[Cl:13][C:14]1[CH:15]=[C:16]([N+:21]([O-:23])=[O:22])[CH:17]=[CH:18][C:19]=1F. (3) Given the product [Cl:1][C:2]1[CH:7]=[CH:6][N:5]=[C:4]([N:8]2[C:12]([CH3:13])=[C:11]([C:14]([O:16][C:22]([CH3:30])([CH3:23])[CH3:21])=[O:15])[CH:10]=[N:9]2)[C:3]=1[F:17], predict the reactants needed to synthesize it. The reactants are: [Cl:1][C:2]1[CH:7]=[CH:6][N:5]=[C:4]([N:8]2[C:12]([CH3:13])=[C:11]([C:14]([OH:16])=[O:15])[CH:10]=[N:9]2)[C:3]=1[F:17].CN([CH:21]=[C:22]([C:30](=O)C)[C:23](OC(C)(C)C)=O)C. (4) Given the product [S:1]1[CH:2]=[CH:3][CH:4]=[C:5]1[CH2:12][C:16]([OH:18])=[O:17], predict the reactants needed to synthesize it. The reactants are: [S:1]1[CH:5]=[CH:4][C:3](CC(O)=O)=[CH:2]1.CN1C=CC=[C:12]1[C:16]([OH:18])=[O:17].O1C=CC=C1CC(O)=O. (5) The reactants are: [CH3:1][C:2]1[CH:3]=[CH:4][C:5]([C:8](=[O:12])[CH2:9][C:10]#[N:11])=[N:6][CH:7]=1.COC(OC)N(C)C.[N+]([O-])(O)=O.N[NH:26][C:27](N)=[NH:28].[OH-].[Na+]. Given the product [NH2:28][C:27]1[C:9]([C:8]([C:5]2[CH:4]=[CH:3][C:2]([CH3:1])=[CH:7][N:6]=2)=[O:12])=[CH:10][NH:11][N:26]=1, predict the reactants needed to synthesize it.